This data is from Reaction yield outcomes from USPTO patents with 853,638 reactions. The task is: Predict the reaction yield, written as a fraction of the theoretical maximum amount of product (1.0 means a 100% yield; for example, 0.34 means a 34% yield). (1) The reactants are [F:1][C:2]([F:17])([F:16])[CH2:3][CH2:4][CH2:5][O:6][C:7]1[CH:15]=[CH:14][C:10]([C:11]([OH:13])=[O:12])=[CH:9][CH:8]=1.Cl.CN(C)CCCN=C=NCC.[N+:30]([C:33]1[CH:34]=[C:35]([CH:57]=[C:58]([N+:60]([O-:62])=[O:61])[CH:59]=1)[C:36]([O:38][CH2:39][CH2:40][CH2:41][CH2:42][CH2:43][CH2:44][O:45][C:46](=[O:56])/[CH:47]=[CH:48]/[C:49]1[CH:54]=[CH:53][C:52](O)=[CH:51][CH:50]=1)=[O:37])([O-:32])=[O:31]. The catalyst is ClCCl.CN(C)C1C=CN=CC=1. The product is [N+:30]([C:33]1[CH:34]=[C:35]([CH:57]=[C:58]([N+:60]([O-:62])=[O:61])[CH:59]=1)[C:36]([O:38][CH2:39][CH2:40][CH2:41][CH2:42][CH2:43][CH2:44][O:45][C:46](=[O:56])/[CH:47]=[CH:48]/[C:49]1[CH:50]=[CH:51][C:52]([O:12][C:11](=[O:13])[C:10]2[CH:14]=[CH:15][C:7]([O:6][CH2:5][CH2:4][CH2:3][C:2]([F:16])([F:17])[F:1])=[CH:8][CH:9]=2)=[CH:53][CH:54]=1)=[O:37])([O-:32])=[O:31]. The yield is 0.790. (2) The reactants are [OH:1][C:2]1[CH:7]=[CH:6][CH:5]=[CH:4][N+:3]=1[O-:8].[N+:9]([C:12]1[CH:17]=[CH:16][C:15]([S:18](Cl)(=[O:20])=[O:19])=[CH:14][CH:13]=1)([O-:11])=[O:10]. The catalyst is N1C=CC=CC=1. The product is [N+:9]([C:12]1[CH:13]=[CH:14][C:15]([S:18]([O:8][N:3]2[CH:4]=[CH:5][CH:6]=[CH:7][C:2]2=[O:1])(=[O:20])=[O:19])=[CH:16][CH:17]=1)([O-:11])=[O:10]. The yield is 0.920. (3) The reactants are [OH-].[Li+].C([O:5][C:6]([C:8]1([CH2:22][O:23][C:24]2[CH:29]=[CH:28][C:27]([C:30]3[CH:35]=[CH:34][C:33]([C:36]#[N:37])=[CH:32][CH:31]=3)=[CH:26][CH:25]=2)[CH2:12][CH2:11][N:10]([C:13](=[O:21])[C:14]2[CH:19]=[CH:18][C:17]([F:20])=[CH:16][CH:15]=2)[CH2:9]1)=[O:7])C. The catalyst is C(O)C.O. The product is [C:36]([C:33]1[CH:34]=[CH:35][C:30]([C:27]2[CH:26]=[CH:25][C:24]([O:23][CH2:22][C:8]3([C:6]([OH:7])=[O:5])[CH2:12][CH2:11][N:10]([C:13](=[O:21])[C:14]4[CH:15]=[CH:16][C:17]([F:20])=[CH:18][CH:19]=4)[CH2:9]3)=[CH:29][CH:28]=2)=[CH:31][CH:32]=1)#[N:37]. The yield is 0.770. (4) The reactants are [C:1]([O:5][C:6](=[O:19])[NH:7][CH2:8][C:9]([N:11]1[CH2:15][CH2:14][CH2:13][CH:12]1[C:16](=O)[NH2:17])=[O:10])([CH3:4])([CH3:3])[CH3:2].N1C=CN=C1.P(Cl)(Cl)(Cl)=O. The catalyst is N1C=CC=CC=1. The product is [C:1]([O:5][C:6](=[O:19])[NH:7][CH2:8][C:9]([N:11]1[CH2:15][CH2:14][CH2:13][CH:12]1[C:16]#[N:17])=[O:10])([CH3:4])([CH3:2])[CH3:3]. The yield is 0.849. (5) The reactants are [NH2:1][C:2]1[C:3]2[C:10]([C:11]3[CH:12]=[N:13][C:14]4[C:19]([CH:20]=3)=[CH:18][CH:17]=[CH:16][CH:15]=4)=[C:9](Br)[N:8]([CH2:22][CH2:23][C@@H:24]([NH:27][C:28](=[O:34])[O:29][C:30]([CH3:33])([CH3:32])[CH3:31])[CH:25]=[CH2:26])[C:4]=2[N:5]=[CH:6][N:7]=1.NC1C2C(C3C=NC4C(C=3)=CC=CC=4)=C3N(C=2N=CN=1)C[C@@H](NC(=O)OC(C)(C)C)CC3. No catalyst specified. The product is [NH2:1][C:2]1[C:3]2[C:10]([C:11]3[CH:12]=[N:13][C:14]4[C:19]([CH:20]=3)=[CH:18][CH:17]=[CH:16][CH:15]=4)=[C:9]3[CH2:26][CH2:25][C@H:24]([NH:27][C:28](=[O:34])[O:29][C:30]([CH3:33])([CH3:32])[CH3:31])[CH2:23][CH2:22][N:8]3[C:4]=2[N:5]=[CH:6][N:7]=1. The yield is 0.520.